From a dataset of Catalyst prediction with 721,799 reactions and 888 catalyst types from USPTO. Predict which catalyst facilitates the given reaction. (1) Reactant: [NH:1]1[C:10]2[C:5](=[CH:6][CH:7]=[CH:8][CH:9]=2)[CH2:4][CH2:3][CH2:2]1.[Br:11]N1C(=O)CCC1=O. Product: [Br:11][C:7]1[CH:6]=[C:5]2[C:10](=[CH:9][CH:8]=1)[NH:1][CH2:2][CH2:3][CH2:4]2. The catalyst class is: 22. (2) Reactant: [CH3:1][N:2]1[N:6]=[N:5][C:4]([CH:7]2[CH2:12][CH:11]([C:13]([O:15]CC)=[O:14])[CH2:10][CH2:9][N:8]2[C:18]([O:20][CH2:21][C:22]2[CH:27]=[CH:26][CH:25]=[CH:24][CH:23]=2)=[O:19])=[N:3]1.[Li+].[OH-].Cl. Product: [CH2:21]([O:20][C:18]([N:8]1[CH2:9][CH2:10][CH:11]([C:13]([OH:15])=[O:14])[CH2:12][CH:7]1[C:4]1[N:5]=[N:6][N:2]([CH3:1])[N:3]=1)=[O:19])[C:22]1[CH:27]=[CH:26][CH:25]=[CH:24][CH:23]=1. The catalyst class is: 20. (3) Reactant: [C:1]([O-:4])([O-])=O.[Na+].[Na+].[N:7]1[CH:12]=[CH:11][CH:10]=[C:9](B(O)O)[CH:8]=1. Product: [CH3:12][C:11]1[CH:10]=[CH:9][CH:8]=[C:9]2[C:8]=1[N:7]=[C:12]([C:9]1[CH:8]=[N:7][CH:12]=[CH:11][CH:10]=1)[C:11]([CH:1]=[O:4])=[CH:10]2. The catalyst class is: 108. (4) Reactant: [C:1]1(=[O:10])[C:9]2[C:4](=[CH:5][CH:6]=[CH:7][CH:8]=2)[CH2:3][CH2:2]1.CS(O)(=O)=O.[N-:16]=[N+]=[N-].[Na+].[OH-].[Na+]. Product: [C:1]1(=[O:10])[C:9]2[C:4](=[CH:5][CH:6]=[CH:7][CH:8]=2)[CH2:3][CH2:2][NH:16]1. The catalyst class is: 2. (5) Reactant: [C:1]1([C:7]2[CH:12]=[CH:11][N:10]=[CH:9][C:8]=2[N:13]2[CH2:18][C@@H:17]3[CH2:19][C@H:14]2[CH2:15][N:16]3C(OC(C)(C)C)=O)[CH:6]=[CH:5][CH:4]=[CH:3][CH:2]=1.[ClH:27].C(OCC)(=O)C. Product: [ClH:27].[ClH:27].[C:1]1([C:7]2[CH:12]=[CH:11][N:10]=[CH:9][C:8]=2[N:13]2[CH2:18][C@@H:17]3[CH2:19][C@H:14]2[CH2:15][NH:16]3)[CH:2]=[CH:3][CH:4]=[CH:5][CH:6]=1. The catalyst class is: 5. (6) Reactant: C([N:8]1[CH2:13][CH2:12][CH:11]([NH:14][C:15]([CH3:18])([CH3:17])[CH3:16])[CH2:10][CH2:9]1)C1C=CC=CC=1. Product: [C:15]([NH:14][CH:11]1[CH2:12][CH2:13][NH:8][CH2:9][CH2:10]1)([CH3:18])([CH3:16])[CH3:17]. The catalyst class is: 19. (7) Reactant: [C:1]1([CH:7]2[O:12][CH2:11][CH:10]([OH:13])[CH2:9][O:8]2)[CH:6]=[CH:5][CH:4]=[CH:3][CH:2]=1.[H-].[Na+].[Cl:16][C:17]1[CH:22]=[C:21](Cl)[N:20]=[C:19]([S:24][CH2:25][C:26]2[CH:31]=[CH:30][CH:29]=[C:28]([F:32])[C:27]=2[F:33])[N:18]=1. Product: [Cl:16][C:17]1[CH:22]=[C:21]([O:13][CH:10]2[CH2:11][O:12][CH:7]([C:1]3[CH:2]=[CH:3][CH:4]=[CH:5][CH:6]=3)[O:8][CH2:9]2)[N:20]=[C:19]([S:24][CH2:25][C:26]2[CH:31]=[CH:30][CH:29]=[C:28]([F:32])[C:27]=2[F:33])[N:18]=1. The catalyst class is: 30. (8) The catalyst class is: 16. Product: [C:1]([NH:4][C:5]1[C:14]([F:15])=[C:13]([N:35]2[CH2:34][C@@H:33]([NH:32][C:30]([O:29][C:25]([CH3:28])([CH3:27])[CH3:26])=[O:31])[C:37]3([CH2:38][CH2:39]3)[CH2:36]2)[C:12]([CH3:17])=[C:11]2[C:6]=1[C:7](=[O:24])[C:8]([C:21]([OH:23])=[O:22])=[CH:9][N:10]2[CH:18]1[CH2:20][CH2:19]1)(=[O:3])[CH3:2]. Reactant: [C:1]([NH:4][C:5]1[C:14]([F:15])=[C:13](F)[C:12]([CH3:17])=[C:11]2[C:6]=1[C:7](=[O:24])[C:8]([C:21]([OH:23])=[O:22])=[CH:9][N:10]2[CH:18]1[CH2:20][CH2:19]1)(=[O:3])[CH3:2].[C:25]([O:29][C:30]([NH:32][C@H:33]1[C:37]2([CH2:39][CH2:38]2)[CH2:36][NH:35][CH2:34]1)=[O:31])([CH3:28])([CH3:27])[CH3:26].C(N(CC)CC)C.